Dataset: Full USPTO retrosynthesis dataset with 1.9M reactions from patents (1976-2016). Task: Predict the reactants needed to synthesize the given product. (1) Given the product [CH:11]1([NH:14][C:15]2[NH:9][C:5]3[CH:6]=[C:7]([Cl:8])[C:2]([Cl:1])=[CH:3][C:4]=3[N:10]=2)[CH2:13][CH2:12]1, predict the reactants needed to synthesize it. The reactants are: [Cl:1][C:2]1[C:7]([Cl:8])=[CH:6][C:5]([NH2:9])=[C:4]([NH2:10])[CH:3]=1.[CH:11]1([N:14]=[C:15]=S)[CH2:13][CH2:12]1.CC1C=CC(S([O-])(=O)=O)=CC=1.C[N+]1(CCN=C=NC2CCCCC2)CCOCC1. (2) Given the product [CH3:49][CH2:48][CH2:47][CH:46]([CH3:51])[CH3:45].[C:52]([O:54][CH2:7][CH3:9])(=[O:53])[CH3:45], predict the reactants needed to synthesize it. The reactants are: CCN([CH:7]([CH3:9])C)C(C)C.C(NCCCC)CCC.CN(C(ON1N=NC2C=CC=CC1=2)=[N+](C)C)C.F[P-](F)(F)(F)(F)F.N1[C:51]2[C:46](=[CH:47][CH:48]=[CH:49]C=2)[C:45]([C:52]([OH:54])=[O:53])=N1. (3) The reactants are: Cl.[CH2:2]([N:9]1[CH2:15][CH2:14][C:13](Cl)=[C:12]([CH:17]=O)[CH2:11][CH2:10]1)[C:3]1[CH:8]=[CH:7][CH:6]=[CH:5][CH:4]=1.[CH:19]1[CH:24]=[CH:23][C:22]([N:25]=[C:26]([NH2:28])[NH2:27])=[CH:21][CH:20]=1.C(O)(O)=O.C([O-])C.[Na+]. Given the product [CH2:2]([N:9]1[CH2:10][CH2:11][C:12]2[CH:17]=[N:27][C:26]([NH:25][C:22]3[CH:23]=[CH:24][CH:19]=[CH:20][CH:21]=3)=[N:28][C:13]=2[CH2:14][CH2:15]1)[C:3]1[CH:8]=[CH:7][CH:6]=[CH:5][CH:4]=1, predict the reactants needed to synthesize it. (4) The reactants are: [CH3:1][O:2][C:3]1[CH:8]=[CH:7][C:6]([CH:9]2[CH2:14][CH2:13][CH:12]([CH2:15][C:16](OCC)=[O:17])[CH2:11][CH2:10]2)=[CH:5][CH:4]=1.[H-].[H-].[H-].[H-].[Li+].[Al+3]. Given the product [CH3:1][O:2][C:3]1[CH:8]=[CH:7][C:6]([CH:9]2[CH2:14][CH2:13][CH:12]([CH2:15][CH2:16][OH:17])[CH2:11][CH2:10]2)=[CH:5][CH:4]=1, predict the reactants needed to synthesize it. (5) The reactants are: [CH:1]1[C:10]2[C:9]3[N:11]=[CH:12][CH:13]=[CH:14][C:8]=3[CH2:7][CH2:6][CH2:5][C:4]=2[NH:3][N:2]=1.C1C(=O)N([Br:22])C(=O)C1.C([O-])(=O)C.[Na+]. Given the product [Br:22][C:1]1[C:10]2[C:9]3[N:11]=[CH:12][CH:13]=[CH:14][C:8]=3[CH2:7][CH2:6][CH2:5][C:4]=2[NH:3][N:2]=1, predict the reactants needed to synthesize it. (6) Given the product [Cl:25][C:26]1[CH:27]=[C:28]([CH2:36][CH2:37][C:38]2([CH:46]3[CH2:50][CH2:49][CH2:48][CH2:47]3)[O:43][C:42](=[O:44])[C:41]([CH2:59][C:57]3[N:56]([CH3:61])[C:55]4[CH:62]=[CH:63][C:52]([Cl:51])=[CH:53][C:54]=4[N:58]=3)=[C:40]([OH:45])[CH2:39]2)[CH:29]=[CH:30][C:31]=1[O:32][CH3:33], predict the reactants needed to synthesize it. The reactants are: C1(C2(CCC3C=CC(OC)=C(F)C=3)OC(=O)CC(=O)C2)CCCC1.[Cl:25][C:26]1[CH:27]=[C:28]([CH2:36][CH2:37][C:38]2([CH:46]3[CH2:50][CH2:49][CH2:48][CH2:47]3)[O:43][C:42](=[O:44])[CH2:41][C:40](=[O:45])[CH2:39]2)[CH:29]=[CH:30][C:31]=1[O:32][CH:33](C)C.[Cl:51][C:52]1[CH:63]=[CH:62][C:55]2[N:56]([CH3:61])[C:57]([CH:59]=O)=[N:58][C:54]=2[CH:53]=1.CC1C=C(C)N2N=C(C=O)N=C2N=1. (7) Given the product [CH3:1][O:2][C:3]1[CH:4]=[C:5]2[C:9](=[CH:10][CH:11]=1)[C:8](=[O:12])[NH:15][CH2:7][C:6]2([CH3:14])[CH3:13], predict the reactants needed to synthesize it. The reactants are: [CH3:1][O:2][C:3]1[CH:4]=[C:5]2[C:9](=[CH:10][CH:11]=1)[C:8](=[O:12])[CH2:7][C:6]2([CH3:14])[CH3:13].[N-:15]=[N+]=[N-].[Na+].